From a dataset of Catalyst prediction with 721,799 reactions and 888 catalyst types from USPTO. Predict which catalyst facilitates the given reaction. (1) Reactant: [C:1]([O:5][C:6]([N:8]1[CH2:22][CH2:21][C:12]2=[C:13](Cl)[N:14]3[C:18]([N:19]=[C:11]2[CH2:10][CH2:9]1)=[CH:17][CH:16]=[N:15]3)=[O:7])([CH3:4])([CH3:3])[CH3:2].[NH:23]1[CH2:26][CH:25]([CH2:27][C:28]([OH:30])=[O:29])[CH2:24]1.CCN(C(C)C)C(C)C. Product: [C:1]([O:5][C:6]([N:8]1[CH2:22][CH2:21][C:12]2=[C:13]([N:23]3[CH2:26][CH:25]([CH2:27][C:28]([OH:30])=[O:29])[CH2:24]3)[N:14]3[C:18]([N:19]=[C:11]2[CH2:10][CH2:9]1)=[CH:17][CH:16]=[N:15]3)=[O:7])([CH3:4])([CH3:3])[CH3:2]. The catalyst class is: 8. (2) Reactant: [C:1]([O:5][C:6](=[O:26])[NH:7][C@H:8]([C:11](=[O:25])[NH:12][CH:13]1[C:19](=[O:20])[NH:18][C:17]2[CH:21]=[CH:22][CH:23]=[CH:24][C:16]=2[CH2:15][CH2:14]1)[CH2:9][CH3:10])([CH3:4])([CH3:3])[CH3:2].[Br:27][C:28]1[CH:29]=[C:30]2[C:35](=[CH:36][CH:37]=1)[C:34]([CH2:38]Cl)=[C:33]([O:40][CH3:41])[CH:32]=[CH:31]2.[Na+].[I-].C([O-])([O-])=O.[Cs+].[Cs+]. Product: [C:1]([O:5][C:6](=[O:26])[NH:7][C@H:8]([C:11](=[O:25])[NH:12][CH:13]1[C:19](=[O:20])[N:18]([CH2:38][C:34]2[C:35]3[C:30](=[CH:29][C:28]([Br:27])=[CH:37][CH:36]=3)[CH:31]=[CH:32][C:33]=2[O:40][CH3:41])[C:17]2[CH:21]=[CH:22][CH:23]=[CH:24][C:16]=2[CH2:15][CH2:14]1)[CH2:9][CH3:10])([CH3:2])([CH3:3])[CH3:4]. The catalyst class is: 136. (3) Reactant: [N+:1]([C:4]1[CH:5]=[C:6]2[C:10](=[CH:11][CH:12]=1)[NH:9][CH:8]=[C:7]2[C:13]#[N:14])([O-:3])=[O:2].O[CH:16]1[CH2:21][CH2:20][N:19]([C:22]([O:24][C:25]([CH3:28])([CH3:27])[CH3:26])=[O:23])[CH2:18][CH2:17]1.C1(P(C2C=CC=CC=2)C2C=CC=CC=2)C=CC=CC=1.CCOC(/N=N/C(OCC)=O)=O. Product: [C:13]([C:7]1[C:6]2[C:10](=[CH:11][CH:12]=[C:4]([N+:1]([O-:3])=[O:2])[CH:5]=2)[N:9]([CH:16]2[CH2:21][CH2:20][N:19]([C:22]([O:24][C:25]([CH3:28])([CH3:27])[CH3:26])=[O:23])[CH2:18][CH2:17]2)[CH:8]=1)#[N:14]. The catalyst class is: 1. (4) Reactant: [NH2:1][C:2]1[N:3]=[CH:4][C:5]([C:8]2[C:9]([F:32])=[C:10]([C:25]([CH:28]3[CH2:31][CH2:30][CH2:29]3)=[CH:26][CH:27]=2)[O:11][CH2:12][CH2:13][N:14]2C(=O)C3C(=CC=CC=3)C2=O)=[N:6][CH:7]=1.CCO.O.NN. Product: [NH2:14][CH2:13][CH2:12][O:11][C:10]1[C:9]([F:32])=[C:8]([C:5]2[N:6]=[CH:7][C:2]([NH2:1])=[N:3][CH:4]=2)[CH:27]=[CH:26][C:25]=1[CH:28]1[CH2:31][CH2:30][CH2:29]1. The catalyst class is: 25. (5) The catalyst class is: 11. Product: [CH3:1][O:2][C:3]1[CH:8]=[CH:7][C:6]([CH2:9][C:10](=[O:11])[S:26][C:20]2[CH:25]=[CH:24][CH:23]=[CH:22][CH:21]=2)=[CH:5][CH:4]=1. Reactant: [CH3:1][O:2][C:3]1[CH:8]=[CH:7][C:6]([CH2:9][C:10](Cl)=[O:11])=[CH:5][CH:4]=1.C(N(CC)CC)C.[C:20]1([SH:26])[CH:25]=[CH:24][CH:23]=[CH:22][CH:21]=1.CCCC(C)C.C(OCC)(=O)C. (6) Reactant: [OH:1][CH2:2][C@@H:3]1[O:8][CH2:7][C@@H:6]([N:9]2[C:13]3=[C:14]4[S:20][CH:19]=[CH:18][C:15]4=[N:16][CH:17]=[C:12]3[N:11]=[C:10]2[C@@H:21]([OH:23])[CH3:22])[CH2:5][CH2:4]1.N1C=CC=CC=1.[C:30]1([CH3:40])[CH:35]=[CH:34][C:33]([S:36](Cl)(=[O:38])=[O:37])=[CH:32][CH:31]=1. Product: [CH3:40][C:30]1[CH:35]=[CH:34][C:33]([S:36]([O:1][CH2:2][C@H:3]2[CH2:4][CH2:5][C@H:6]([N:9]3[C:13]4=[C:14]5[S:20][CH:19]=[CH:18][C:15]5=[N:16][CH:17]=[C:12]4[N:11]=[C:10]3[C@@H:21]([OH:23])[CH3:22])[CH2:7][O:8]2)(=[O:38])=[O:37])=[CH:32][CH:31]=1. The catalyst class is: 172. (7) Reactant: [CH2:1]([O:3][C:4]([C:6]1[C:7]([OH:26])=[C:8]2[C:14]([Br:15])=[C:13]([Br:16])[N:12]([CH2:17][C:18]3[CH:23]=[CH:22][CH:21]=[C:20]([O:24][CH3:25])[CH:19]=3)[C:9]2=[CH:10][N:11]=1)=[O:5])[CH3:2].C1C(=O)N([Br:34])C(=O)C1.C(OOC(C1C=CC=CC=1)=O)(C1C=CC=CC=1)=O. Product: [CH2:1]([O:3][C:4]([C:6]1[C:7]([OH:26])=[C:8]2[C:14]([Br:15])=[C:13]([Br:16])[N:12]([CH2:17][C:18]3[CH:23]=[CH:22][CH:21]=[C:20]([O:24][CH3:25])[CH:19]=3)[C:9]2=[C:10]([Br:34])[N:11]=1)=[O:5])[CH3:2]. The catalyst class is: 53.